From a dataset of Reaction yield outcomes from USPTO patents with 853,638 reactions. Predict the reaction yield, written as a fraction of the theoretical maximum amount of product (1.0 means a 100% yield; for example, 0.34 means a 34% yield). (1) The reactants are [Br:1][C:2]1[CH:3]=[C:4]2[C:8](=[CH:9][CH:10]=1)[NH:7][C:6](=[O:11])[CH2:5]2.[N:12]1([CH2:17][CH2:18][CH2:19][NH:20][C:21]([C:23]2[C:27]([CH:28]([CH3:30])[CH3:29])=[C:26]([CH:31]=O)[NH:25][C:24]=2[CH:33]([CH3:35])[CH3:34])=[O:22])[CH2:16][CH2:15][CH2:14][CH2:13]1. No catalyst specified. The product is [N:12]1([CH2:17][CH2:18][CH2:19][NH:20][C:21]([C:23]2[C:27]([CH:28]([CH3:30])[CH3:29])=[C:26]([CH:31]=[C:5]3[C:4]4[C:8](=[CH:9][CH:10]=[C:2]([Br:1])[CH:3]=4)[NH:7][C:6]3=[O:11])[NH:25][C:24]=2[CH:33]([CH3:35])[CH3:34])=[O:22])[CH2:16][CH2:15][CH2:14][CH2:13]1. The yield is 0.150. (2) The reactants are [NH2:1][C:2]1[C:21]2[C:20](=[O:22])[C:19]([C:23]([OH:25])=[O:24])=[CH:18][N:7]3[C@@H:8]([CH2:11][C:12]4[CH:17]=[CH:16][CH:15]=[CH:14][CH:13]=4)[CH2:9][O:10][C:5]([C:6]=23)=[C:4](F)[C:3]=1[F:27].[N:28]1[CH:33]=[CH:32][CH:31]=[CH:30][C:29]=1[NH:34][CH2:35][CH2:36][NH2:37].C(N(CC)CC)C. The catalyst is CS(C)=O. The product is [NH2:1][C:2]1[C:21]2[C:20](=[O:22])[C:19]([C:23]([OH:25])=[O:24])=[CH:18][N:7]3[C@@H:8]([CH2:11][C:12]4[CH:13]=[CH:14][CH:15]=[CH:16][CH:17]=4)[CH2:9][O:10][C:5]([C:6]=23)=[C:4]([NH:37][CH2:36][CH2:35][NH:34][C:29]2[CH:30]=[CH:31][CH:32]=[CH:33][N:28]=2)[C:3]=1[F:27]. The yield is 0.550. (3) The reactants are [CH3:1][O:2][C:3]([C:5]1[C:6](=[O:22])[NH:7][C:8]([C:12]2[CH:17]=[CH:16][CH:15]=[C:14]([C:18]([F:21])([F:20])[F:19])[CH:13]=2)=[CH:9][C:10]=1[CH3:11])=[O:4].C(=O)([O-])[O-].[Cs+].[Cs+].[I-].[K+].Br[CH2:32][CH2:33][O:34][CH2:35][C:36]1[CH:41]=[CH:40][CH:39]=[CH:38][CH:37]=1. The catalyst is CS(C)=O. The product is [CH3:1][O:2][C:3](=[O:4])[C:5]1[C:10]([CH3:11])=[CH:9][C:8]([C:12]2[CH:17]=[CH:16][CH:15]=[C:14]([C:18]([F:21])([F:19])[F:20])[CH:13]=2)=[N:7][C:6]=1[O:22][CH2:32][CH2:33][O:34][CH2:35][C:36]1[CH:41]=[CH:40][CH:39]=[CH:38][CH:37]=1. The yield is 0.820. (4) The reactants are [C:1]([O:7][CH2:8][CH3:9])(=[O:6])[CH2:2][C:3]([CH3:5])=O.[N+:10]([C:13]1[CH:20]=[CH:19][CH:18]=[CH:17][C:14]=1[CH:15]=O)([O-:12])=[O:11].[NH4+:21].[OH-:22]. The catalyst is CCO. The product is [CH3:5][C:3]1[NH:21][C:3]([CH3:5])=[C:2]([C:1]([O:7][CH2:8][CH3:9])=[O:22])[CH:15]([C:14]2[CH:17]=[CH:18][CH:19]=[CH:20][C:13]=2[N+:10]([O-:12])=[O:11])[C:2]=1[C:1]([O:7][CH2:8][CH3:9])=[O:6]. The yield is 0.170. (5) The reactants are [Br:1][C:2]1[CH:3]=[C:4]([CH:6]=[C:7]([CH2:9][O:10][CH3:11])[CH:8]=1)[NH2:5].Cl[C:13]1[N:18]=[C:17]([C:19]([F:22])([F:21])[F:20])[CH:16]=[CH:15][N:14]=1.CS(O)(=O)=O. The catalyst is O1CCOCC1.C(OCC)(=O)C. The product is [Br:1][C:2]1[CH:3]=[C:4]([NH:5][C:13]2[N:18]=[C:17]([C:19]([F:22])([F:21])[F:20])[CH:16]=[CH:15][N:14]=2)[CH:6]=[C:7]([CH2:9][O:10][CH3:11])[CH:8]=1. The yield is 0.726. (6) The reactants are [NH2:1][C:2]1[CH:3]=[C:4]([C:8]2[C:16]3[C:11](=[CH:12][CH:13]=[C:14](C#N)[CH:15]=3)[N:10]([CH:19]3[CH2:24][CH2:23][CH2:22][CH2:21][O:20]3)[N:9]=2)[CH:5]=[CH:6][CH:7]=1.Cl.[C:26](Cl)(=[O:33])[C:27]1[CH:32]=[CH:31][CH:30]=[N:29][CH:28]=1.[CH2:35]([N:37](CC)CC)C. No catalyst specified. The product is [C:35]([CH:22]1[CH2:21][O:20][CH:19]([N:10]2[C:11]3[C:16](=[CH:15][CH:14]=[CH:13][CH:12]=3)[C:8]([C:4]3[CH:3]=[C:2]([NH:1][C:26]([C:27]4[CH:28]=[N:29][CH:30]=[CH:31][CH:32]=4)=[O:33])[CH:7]=[CH:6][CH:5]=3)=[N:9]2)[CH2:24][CH2:23]1)#[N:37]. The yield is 0.540. (7) The reactants are FC(F)(F)C(O)=O.[Cl:8][C:9]1[C:10]([F:38])=[C:11]([CH:15]2[C:19]([C:28]#[N:29])([C:20]3[CH:25]=[CH:24][C:23]([Cl:26])=[CH:22][C:21]=3[Cl:27])[CH:18]([CH2:30][C:31]([CH3:34])([CH3:33])[CH3:32])[NH:17][CH:16]2[C:35](O)=[O:36])[CH:12]=[CH:13][CH:14]=1.CC1(C)[O:44][C@@H:43]([CH2:45][CH2:46][NH2:47])[CH2:42][O:41]1.CN(C(ON1N=NC2C=CC=NC1=2)=[N+](C)C)C.F[P-](F)(F)(F)(F)F.CCN(C(C)C)C(C)C.Cl. The catalyst is C(Cl)Cl.O1CCCC1. The product is [OH:44][C@H:43]([CH2:42][OH:41])[CH2:45][CH2:46][NH:47][C:35]([CH:16]1[CH:15]([C:11]2[CH:12]=[CH:13][CH:14]=[C:9]([Cl:8])[C:10]=2[F:38])[C:19]([C:28]#[N:29])([C:20]2[CH:25]=[CH:24][C:23]([Cl:26])=[CH:22][C:21]=2[Cl:27])[CH:18]([CH2:30][C:31]([CH3:34])([CH3:33])[CH3:32])[NH:17]1)=[O:36]. The yield is 0.880.